Dataset: Peptide-MHC class II binding affinity with 134,281 pairs from IEDB. Task: Regression. Given a peptide amino acid sequence and an MHC pseudo amino acid sequence, predict their binding affinity value. This is MHC class II binding data. (1) The binding affinity (normalized) is 0.603. The peptide sequence is GELQIVDVIDAAFKI. The MHC is DRB1_0701 with pseudo-sequence DRB1_0701. (2) The peptide sequence is AAATAPTTVYGAFAA. The MHC is HLA-DQA10501-DQB10301 with pseudo-sequence HLA-DQA10501-DQB10301. The binding affinity (normalized) is 0.634. (3) The peptide sequence is NDKFTVFEGAFNKAI. The MHC is DRB1_0404 with pseudo-sequence DRB1_0404. The binding affinity (normalized) is 0.605. (4) The MHC is HLA-DQA10501-DQB10301 with pseudo-sequence HLA-DQA10501-DQB10301. The binding affinity (normalized) is 0.629. The peptide sequence is INEPTAAAIAYGLQR. (5) The peptide sequence is SEAQKAAKPAAAATA. The MHC is HLA-DPA10201-DPB11401 with pseudo-sequence HLA-DPA10201-DPB11401. The binding affinity (normalized) is 0.516. (6) The peptide sequence is FQEFMIVPSGAPSFT. The MHC is HLA-DQA10501-DQB10301 with pseudo-sequence HLA-DQA10501-DQB10301. The binding affinity (normalized) is 0.723. (7) The peptide sequence is LQFNQMMNPSHVKFL. The MHC is DRB3_0101 with pseudo-sequence DRB3_0101. The binding affinity (normalized) is 0.135. (8) The peptide sequence is ENALSLLDKIYTSPLC. The MHC is DRB1_0101 with pseudo-sequence DRB1_0101. The binding affinity (normalized) is 0.284. (9) The peptide sequence is KTHESHLVRSWVTAG. The MHC is HLA-DQA10201-DQB10303 with pseudo-sequence HLA-DQA10201-DQB10303. The binding affinity (normalized) is 0.528. (10) The peptide sequence is GELQVVDKIDAAFKI. The MHC is DRB1_1101 with pseudo-sequence DRB1_1101. The binding affinity (normalized) is 0.473.